From a dataset of Forward reaction prediction with 1.9M reactions from USPTO patents (1976-2016). Predict the product of the given reaction. (1) Given the reactants [Cl:1][C:2]1[N:3]=[CH:4][N:5](COCC[Si](C)(C)C)[C:6]=1[C:7]([NH:9][CH2:10][C:11]1[CH:16]=[CH:15][C:14]([Cl:17])=[C:13]([O:18][C:19]2[CH:24]=[C:23]([CH2:25][CH:26]=[CH2:27])[CH:22]=[C:21]([C:28]#[N:29])[CH:20]=2)[C:12]=1[F:30])=[O:8].C(O)(C(F)(F)F)=O, predict the reaction product. The product is: [Cl:1][C:2]1[N:3]=[CH:4][NH:5][C:6]=1[C:7]([NH:9][CH2:10][C:11]1[CH:16]=[CH:15][C:14]([Cl:17])=[C:13]([O:18][C:19]2[CH:24]=[C:23]([CH2:25][CH:26]=[CH2:27])[CH:22]=[C:21]([C:28]#[N:29])[CH:20]=2)[C:12]=1[F:30])=[O:8]. (2) Given the reactants Br[C:2]1[N:6]([CH3:7])[CH:5]=[N:4][CH:3]=1.C([Mg]Cl)(C)C.[Li+].[Cl-].[Cl:15][C:16]1[C:25]([C:26]2[CH:31]=[CH:30][CH:29]=[CH:28][CH:27]=2)=[C:24]([Cl:32])[C:23]2[C:18](=[C:19]([F:35])[CH:20]=[C:21]([CH:33]=[O:34])[CH:22]=2)[N:17]=1, predict the reaction product. The product is: [Cl:15][C:16]1[C:25]([C:26]2[CH:31]=[CH:30][CH:29]=[CH:28][CH:27]=2)=[C:24]([Cl:32])[C:23]2[C:18](=[C:19]([F:35])[CH:20]=[C:21]([C:33]([C:2]3[N:6]([CH3:7])[CH:5]=[N:4][CH:3]=3)=[O:34])[CH:22]=2)[N:17]=1. (3) Given the reactants [Br:1][C:2]1[CH:13]=[CH:12][C:5]([O:6][CH2:7][CH2:8][N:9]([CH3:11])[CH3:10])=[C:4]([N+:14]([O-])=O)[CH:3]=1.[Cl-].[NH4+], predict the reaction product. The product is: [Br:1][C:2]1[CH:13]=[CH:12][C:5]([O:6][CH2:7][CH2:8][N:9]([CH3:11])[CH3:10])=[C:4]([CH:3]=1)[NH2:14]. (4) Given the reactants [Br:1][C:2]1[CH:3]=[C:4]([CH:8]([C:24]2([OH:30])[CH2:29][CH2:28][CH2:27][CH2:26][CH2:25]2)[C:9]([N:11]2[CH2:16][CH2:15][N:14]([C:17]([O:19][C:20]([CH3:23])([CH3:22])[CH3:21])=[O:18])[CH2:13][CH2:12]2)=O)[CH:5]=[CH:6][CH:7]=1.B.CO, predict the reaction product. The product is: [Br:1][C:2]1[CH:3]=[C:4]([CH:8]([C:24]2([OH:30])[CH2:29][CH2:28][CH2:27][CH2:26][CH2:25]2)[CH2:9][N:11]2[CH2:12][CH2:13][N:14]([C:17]([O:19][C:20]([CH3:23])([CH3:22])[CH3:21])=[O:18])[CH2:15][CH2:16]2)[CH:5]=[CH:6][CH:7]=1. (5) The product is: [Cl:1][C:2]1[C:7]([O:8][CH2:9][C:10]([O:12][C:13]([CH3:16])([CH3:15])[CH3:14])=[O:11])=[CH:6][CH:5]=[C:4]([N:21]2[CH2:22][C:19]([O:23][CH3:24])([CH3:18])[CH2:20]2)[N:3]=1. Given the reactants [Cl:1][C:2]1[C:7]([O:8][CH2:9][C:10]([O:12][C:13]([CH3:16])([CH3:15])[CH3:14])=[O:11])=[CH:6][CH:5]=[C:4](I)[N:3]=1.[CH3:18][C:19]1([O:23][CH3:24])[CH2:22][NH:21][CH2:20]1, predict the reaction product. (6) The product is: [CH2:14]([O:5][C:4](=[O:6])[C:3]1[C:7]([F:13])=[CH:8][C:9]([F:12])=[C:10]([F:11])[C:2]=1[F:1])[CH3:15]. Given the reactants [F:1][C:2]1[C:10]([F:11])=[C:9]([F:12])[CH:8]=[C:7]([F:13])[C:3]=1[C:4]([OH:6])=[O:5].[C:14](Cl)(=O)[C:15](Cl)=O.C(O)C.C([O-])(O)=O.[Na+], predict the reaction product.